Dataset: Peptide-MHC class II binding affinity with 134,281 pairs from IEDB. Task: Regression. Given a peptide amino acid sequence and an MHC pseudo amino acid sequence, predict their binding affinity value. This is MHC class II binding data. (1) The peptide sequence is CGLNSVDSLEHEMWR. The MHC is HLA-DQA10201-DQB10402 with pseudo-sequence HLA-DQA10201-DQB10402. The binding affinity (normalized) is 0.335. (2) The binding affinity (normalized) is 0.439. The MHC is DRB1_0405 with pseudo-sequence DRB1_0405. The peptide sequence is VVVHITDDNEEPIAP. (3) The peptide sequence is QHNHRPGYHTQTAGP. The MHC is DRB1_0802 with pseudo-sequence DRB1_0802. The binding affinity (normalized) is 0. (4) The peptide sequence is DVKFPGGGQIVGGVY. The MHC is DRB1_0901 with pseudo-sequence DRB1_0901. The binding affinity (normalized) is 0.322. (5) The peptide sequence is GLIIGIFAVMLATLP. The MHC is HLA-DQA10301-DQB10302 with pseudo-sequence HLA-DQA10301-DQB10302. The binding affinity (normalized) is 0.146. (6) The peptide sequence is VGSLQYLALTALITPKK. The MHC is DRB1_1302 with pseudo-sequence DRB1_1302. The binding affinity (normalized) is 0.314. (7) The peptide sequence is LVGPTPVNIIGRNMLTQIGC. The MHC is DRB1_1101 with pseudo-sequence DRB1_1101. The binding affinity (normalized) is 0.408.